From a dataset of Full USPTO retrosynthesis dataset with 1.9M reactions from patents (1976-2016). Predict the reactants needed to synthesize the given product. (1) Given the product [Br:1][C:2]1[CH:3]=[C:4]2[C:10]([CH2:11][CH2:12][CH2:13][CH3:17])=[N:9][NH:8][C:5]2=[N:6][CH:7]=1, predict the reactants needed to synthesize it. The reactants are: [Br:1][C:2]1[CH:3]=[C:4]2[C:10]([C:11]#[C:12][CH2:13]N(C)C)=[N:9][NH:8][C:5]2=[N:6][CH:7]=1.[CH3:17]O. (2) Given the product [Cl:18][C:19]1[CH:24]=[CH:23][C:22]([S:25]([O:10][CH2:9][P:4]([O:5][CH2:6][CH3:7])([O:3][CH2:1][CH3:2])=[O:8])(=[O:27])=[O:26])=[CH:21][CH:20]=1, predict the reactants needed to synthesize it. The reactants are: [CH2:1]([O:3][P:4]([CH2:9][OH:10])(=[O:8])[O:5][CH2:6][CH3:7])[CH3:2].C(N(CC)CC)C.[Cl:18][C:19]1[CH:24]=[CH:23][C:22]([S:25](Cl)(=[O:27])=[O:26])=[CH:21][CH:20]=1. (3) Given the product [CH:1]1([CH2:7][C:8]2[N:9]=[C:10]([C:13]3[O:17][C:16]([CH2:18][C:19]([CH3:24])([CH3:23])[C:20]([OH:22])=[O:21])=[N:15][N:14]=3)[S:11][C:12]=2[C:26]2[CH:31]=[CH:30][C:29]([S:32](=[O:33])(=[O:34])[NH:35][C@@H:36]([CH3:41])[C:37]([F:40])([F:39])[F:38])=[C:28]([F:42])[C:27]=2[CH:43]([F:45])[F:44])[CH2:2][CH2:3][CH2:4][CH2:5][CH2:6]1, predict the reactants needed to synthesize it. The reactants are: [CH:1]1([CH2:7][C:8]2[N:9]=[C:10]([C:13]3[O:17][C:16]([CH2:18][C:19]([CH3:24])([CH3:23])[C:20]([OH:22])=[O:21])=[N:15][N:14]=3)[S:11][CH:12]=2)[CH2:6][CH2:5][CH2:4][CH2:3][CH2:2]1.Br[C:26]1[CH:31]=[CH:30][C:29]([S:32]([NH:35][C@@H:36]([CH3:41])[C:37]([F:40])([F:39])[F:38])(=[O:34])=[O:33])=[C:28]([F:42])[C:27]=1[CH:43]([F:45])[F:44]. (4) The reactants are: Br[C:2]1[S:6][C:5]([CH:7]=[O:8])=[CH:4][CH:3]=1.[CH2:9]([C:11]1[CH:16]=[CH:15][C:14]([C:17]2[CH:22]=[CH:21][C:20](B(O)O)=[C:19]([F:26])[CH:18]=2)=[CH:13][CH:12]=1)[CH3:10].C(=O)([O-])[O-].[Na+].[Na+].C1COCC1. Given the product [CH2:9]([C:11]1[CH:12]=[CH:13][C:14]([C:17]2[CH:22]=[CH:21][C:20]([C:2]3[S:6][C:5]([CH:7]=[O:8])=[CH:4][CH:3]=3)=[C:19]([F:26])[CH:18]=2)=[CH:15][CH:16]=1)[CH3:10], predict the reactants needed to synthesize it.